Dataset: Full USPTO retrosynthesis dataset with 1.9M reactions from patents (1976-2016). Task: Predict the reactants needed to synthesize the given product. (1) Given the product [NH2:37][C:36]1[CH:31]=[C:32]([O:1][C:2]2[CH:3]=[CH:4][C:5]3[O:9][C@@H:8]4[C@@H:10]([C:11]([O:13][CH2:14][CH3:15])=[O:12])[C@@H:7]4[C:6]=3[CH:16]=2)[CH:33]=[CH:34][N:35]=1, predict the reactants needed to synthesize it. The reactants are: [OH:1][C:2]1[CH:3]=[CH:4][C:5]2[O:9][C@@H:8]3[C@@H:10]([C:11]([O:13][CH2:14][CH3:15])=[O:12])[C@@H:7]3[C:6]=2[CH:16]=1.Cl.N[C@H]1[C@H]2[C@@H]1OC1C=CC(OC3C=C[N:37]=[C:36]4[C:31]=3[CH2:32][CH2:33][C:34](=O)[NH:35]4)=CC=12.FC1C=CN=C(NC(=O)OC(C)(C)C)C=1.C(=O)([O-])[O-].[Cs+].[Cs+]. (2) The reactants are: C(N(CC)CC)C.[F:8][C:9]([F:20])([F:19])[C:10]1[N:11]2[CH:17]=[N:16][C:15]([NH2:18])=[C:12]2[S:13][CH:14]=1.[Cl:21][C:22]1[CH:30]=[CH:29][C:25]([C:26](Cl)=[O:27])=[CH:24][N:23]=1. Given the product [Cl:21][C:22]1[CH:30]=[CH:29][C:25]([C:26]([NH:18][C:15]2[N:16]=[CH:17][N:11]3[C:10]([C:9]([F:19])([F:8])[F:20])=[CH:14][S:13][C:12]=23)=[O:27])=[CH:24][N:23]=1, predict the reactants needed to synthesize it. (3) Given the product [Br:1][C:2]1[CH:3]=[C:4]([CH:12]([CH2:16][CH:17]2[CH2:21][CH2:20][CH2:19][CH2:18]2)[C:13]([NH:37][C:38]2[CH:43]=[CH:42][N:41]=[CH:40][N:39]=2)=[O:15])[CH:5]=[CH:6][C:7]=1[S:8]([CH3:11])(=[O:9])=[O:10], predict the reactants needed to synthesize it. The reactants are: [Br:1][C:2]1[CH:3]=[C:4]([CH:12]([CH2:16][CH:17]2[CH2:21][CH2:20][CH2:19][CH2:18]2)[C:13]([OH:15])=O)[CH:5]=[CH:6][C:7]=1[S:8]([CH3:11])(=[O:10])=[O:9].C(Cl)(=O)C(Cl)=O.C(N(CC)C(C)C)(C)C.[NH2:37][C:38]1[CH:43]=[CH:42][N:41]=[CH:40][N:39]=1. (4) Given the product [Cl:1][C:2]1[CH:3]=[CH:4][C:5]([C:8]([C:11]2[C:12]([CH2:13][N:14]([CH2:15][C:16]3[C:21]([CH3:22])=[CH:20][C:34]([CH3:33])=[CH:18][N:17]=3)[CH2:8][CH2:11][CH2:12][CH2:13][NH:14][C:39]#[N:40])=[N:17][CH:16]=[CH:15][CH:31]=2)([CH3:9])[CH3:10])=[CH:6][CH:7]=1, predict the reactants needed to synthesize it. The reactants are: [Cl:1][C:2]1[CH:7]=[CH:6][C:5]([C:8]([CH:11]([CH2:31]N)[CH2:12][CH:13](CC2C=CC=CN=2)[NH:14][CH2:15][C:16]2[C:21]([CH3:22])=[CH:20]C(C)=[CH:18][N:17]=2)([CH3:10])[CH3:9])=[CH:4][CH:3]=1.[CH3:33][C:34]([O-])=O.[Na+].Br[C:39]#[N:40].O. (5) Given the product [CH3:1][O:2][C:3](=[O:14])[CH2:4][CH2:5][C:6]1[CH:11]=[CH:10][CH:9]=[C:8]([O:12][Si:24]([C:20]([CH3:23])([CH3:22])[CH3:21])([CH3:27])[CH3:26])[C:7]=1[Br:13], predict the reactants needed to synthesize it. The reactants are: [CH3:1][O:2][C:3](=[O:14])[CH2:4][CH2:5][C:6]1[CH:11]=[CH:10][CH:9]=[C:8]([OH:12])[C:7]=1[Br:13].N1C=CN=C1.[C:20]([Si:24]([CH3:27])([CH3:26])Cl)([CH3:23])([CH3:22])[CH3:21]. (6) Given the product [O:38]1[CH2:37][CH2:36][N:35]([C:30]2[CH:29]=[C:28]([C:22]3[CH:21]=[CH:20][CH:19]=[C:18]4[C:23]=3[S:24][C:25]3[CH:26]=[CH:27][C:14]([NH:13][CH:11]([CH3:12])[CH:10]=[O:9])=[CH:15][C:16]=3[S:17]4)[NH:33][C:32](=[O:34])[CH:31]=2)[CH2:40][CH2:39]1, predict the reactants needed to synthesize it. The reactants are: O.F[B-](F)(F)F.[Li+].C[O:9][CH:10](OC)[CH:11]([NH:13][C:14]1[CH:15]=[C:16]2[C:25](=[CH:26][CH:27]=1)[S:24][C:23]1[C:22]([C:28]3[NH:33][C:32](=[O:34])[CH:31]=[C:30]([N:35]4[CH2:40][CH2:39][O:38][CH2:37][CH2:36]4)[CH:29]=3)=[CH:21][CH:20]=[CH:19][C:18]=1[S:17]2)[CH3:12].[Cl-].[Na+]. (7) Given the product [CH:31]([C:29]1([C:26]2[CH:27]=[CH:28][C:23]([CH3:22])=[CH:24][CH:25]=2)[CH2:1][CH2:30]1)([CH3:33])[CH3:32], predict the reactants needed to synthesize it. The reactants are: [CH2:1]([Zn]CC)C.CCCCCC.FC(F)(F)C(O)=O.ICI.[CH3:22][C:23]1[CH:28]=[CH:27][C:26]([C:29]([CH:31]([CH3:33])[CH3:32])=[CH2:30])=[CH:25][CH:24]=1.[Cl-].[NH4+]. (8) Given the product [CH2:1]([C:3]([C:24]1[CH:29]=[CH:28][C:27]([OH:30])=[C:26]([CH3:31])[CH:25]=1)([C:6]1[CH:11]=[CH:10][C:9]([CH2:12][CH2:13][CH:14]([OH:22])[C:15]2([CH3:21])[CH2:20][CH2:19][CH2:18][CH2:17][CH2:16]2)=[C:8]([CH3:23])[CH:7]=1)[CH2:4][CH3:5])[CH3:2], predict the reactants needed to synthesize it. The reactants are: [CH2:1]([C:3]([C:24]1[CH:29]=[CH:28][C:27]([OH:30])=[C:26]([CH3:31])[CH:25]=1)([C:6]1[CH:11]=[CH:10][C:9]([C:12]#[C:13][CH:14]([OH:22])[C:15]2([CH3:21])[CH2:20][CH2:19][CH2:18][CH2:17][CH2:16]2)=[C:8]([CH3:23])[CH:7]=1)[CH2:4][CH3:5])[CH3:2]. (9) Given the product [O:1]1[C:5]2[CH:6]=[CH:7][C:8]([C:10]3([C:13]([NH:16][C:17]4[CH:22]=[N:21][C:20]([C:23]#[N:24])=[CH:19][CH:18]=4)=[O:14])[CH2:12][CH2:11]3)=[CH:9][C:4]=2[O:3][CH2:2]1, predict the reactants needed to synthesize it. The reactants are: [O:1]1[C:5]2[CH:6]=[CH:7][C:8]([C:10]3([C:13](Cl)=[O:14])[CH2:12][CH2:11]3)=[CH:9][C:4]=2[O:3][CH2:2]1.[NH2:16][C:17]1[CH:18]=[CH:19][C:20]([C:23]#[N:24])=[N:21][CH:22]=1. (10) Given the product [CH2:20]([O:19][CH2:18][C:9]1[N:10]([NH:11][CH:12]2[CH2:17][CH2:16][CH2:28][CH2:24][O:26]2)[C:6]2[C:5]([CH3:22])=[C:4]([CH3:23])[N:3]=[CH:2][C:7]=2[N:8]=1)[CH3:21], predict the reactants needed to synthesize it. The reactants are: Cl[C:2]1[C:7]2[N:8]=[C:9]([CH2:18][O:19][CH2:20][CH3:21])[N:10]([NH:11][CH:12]3[CH2:17][CH2:16]OCC3)[C:6]=2[C:5]([CH3:22])=[C:4]([CH3:23])[N:3]=1.[CH:24]([O-:26])=O.[NH4+].[CH3:28]O.